This data is from Full USPTO retrosynthesis dataset with 1.9M reactions from patents (1976-2016). The task is: Predict the reactants needed to synthesize the given product. (1) Given the product [C:1]1([C@H:7]([NH:9][CH2:10][C:11]2[N:16]=[C:15]3[CH:17]=[N:18][N:19]([CH2:20][O:21][CH2:22][CH2:23][Si:24]([CH3:27])([CH3:26])[CH3:25])[C:14]3=[CH:13][C:12]=2[NH2:28])[CH3:8])[CH:6]=[CH:5][CH:4]=[CH:3][CH:2]=1, predict the reactants needed to synthesize it. The reactants are: [C:1]1([C@H:7]([NH:9][CH2:10][C:11]2[N:16]=[C:15]3[CH:17]=[N:18][N:19]([CH2:20][O:21][CH2:22][CH2:23][Si:24]([CH3:27])([CH3:26])[CH3:25])[C:14]3=[CH:13][C:12]=2[NH:28]C(=O)OC(C)(C)C)[CH3:8])[CH:6]=[CH:5][CH:4]=[CH:3][CH:2]=1.Cl.C(=O)([O-])[O-].[K+].[K+]. (2) Given the product [F:16][C:17]1[C:18]([C:7]2[CH:12]=[CH:11][CH:10]=[CH:9][CH:8]=2)=[CH:19][C:20](=[O:36])[N:21]([CH2:23][CH2:24][C@@:25]([CH3:35])([S:31]([CH3:34])(=[O:32])=[O:33])[C:26]([O:28][CH2:29][CH3:30])=[O:27])[CH:22]=1, predict the reactants needed to synthesize it. The reactants are: C(=O)([O-])[O-].[K+].[K+].[C:7]1(B(O)O)[CH:12]=[CH:11][CH:10]=[CH:9][CH:8]=1.[F:16][C:17]1[C:18](I)=[CH:19][C:20](=[O:36])[N:21]([CH2:23][CH2:24][C@@:25]([CH3:35])([S:31]([CH3:34])(=[O:33])=[O:32])[C:26]([O:28][CH2:29][CH3:30])=[O:27])[CH:22]=1.O.